The task is: Regression. Given a peptide amino acid sequence and an MHC pseudo amino acid sequence, predict their binding affinity value. This is MHC class I binding data.. This data is from Peptide-MHC class I binding affinity with 185,985 pairs from IEDB/IMGT. (1) The peptide sequence is MEFWLVAAL. The MHC is HLA-A02:01 with pseudo-sequence HLA-A02:01. The binding affinity (normalized) is 0.0847. (2) The peptide sequence is AEDMLNPNY. The MHC is HLA-A30:02 with pseudo-sequence HLA-A30:02. The binding affinity (normalized) is 0.125. (3) The peptide sequence is LFSTSAADIK. The MHC is HLA-A31:01 with pseudo-sequence HLA-A31:01. The binding affinity (normalized) is 0. (4) The peptide sequence is AFGLFWLVW. The MHC is HLA-A31:01 with pseudo-sequence HLA-A31:01. The binding affinity (normalized) is 0.0847. (5) The peptide sequence is RISGVDRYY. The MHC is HLA-A32:01 with pseudo-sequence HLA-A32:01. The binding affinity (normalized) is 0.271. (6) The peptide sequence is GFKQSSKALQR. The MHC is HLA-A11:01 with pseudo-sequence HLA-A11:01. The binding affinity (normalized) is 0.291. (7) The peptide sequence is YTAVVPLVY. The MHC is Patr-A0602 with pseudo-sequence YSAMYQESVAFTDANTLYIIYRDYTWAAWAYTGY. The binding affinity (normalized) is 1.00.